From a dataset of Reaction yield outcomes from USPTO patents with 853,638 reactions. Predict the reaction yield, written as a fraction of the theoretical maximum amount of product (1.0 means a 100% yield; for example, 0.34 means a 34% yield). (1) The reactants are [C:1]([O:5][C:6]([N:8]1[CH2:11][CH:10]([C:12]2[NH:16][N:15]=[C:14](N)[CH:13]=2)[CH2:9]1)=[O:7])([CH3:4])([CH3:3])[CH3:2].N([O-])=O.[Na+].[I-:22].[Na+].O. The catalyst is C(#N)C.O. The product is [I:22][C:14]1[CH:13]=[C:12]([CH:10]2[CH2:11][N:8]([C:6]([O:5][C:1]([CH3:4])([CH3:3])[CH3:2])=[O:7])[CH2:9]2)[NH:16][N:15]=1. The yield is 0.360. (2) The reactants are [OH-].[Na+].C(O[C:6]([C:8]1[N:16]([CH3:17])[C:15]2[CH:14]=[CH:13][N:12]=[N:11][C:10]=2[C:9]=1[NH:18][C:19]1[CH:24]=[CH:23][C:22]([I:25])=[CH:21][C:20]=1[F:26])=[O:7])C.C1C=CC2N(O)N=NC=2C=1.CCN=C=NCCCN(C)C.CCN(C(C)C)C(C)C.[CH:57]([O:59][CH2:60][CH2:61][O:62][NH2:63])=[CH2:58]. The catalyst is C1COCC1. The product is [CH:57]([O:59][CH2:60][CH2:61][O:62][NH:63][C:6]([C:8]1[N:16]([CH3:17])[C:15]2[CH:14]=[CH:13][N:12]=[N:11][C:10]=2[C:9]=1[NH:18][C:19]1[CH:24]=[CH:23][C:22]([I:25])=[CH:21][C:20]=1[F:26])=[O:7])=[CH2:58]. The yield is 0.540.